This data is from Retrosynthesis with 50K atom-mapped reactions and 10 reaction types from USPTO. The task is: Predict the reactants needed to synthesize the given product. (1) Given the product CC(C)N(C/C=C/c1cccc(C#N)c1)c1ccc(OC2CCN(C(=O)OC(C)(C)C)CC2)cc1, predict the reactants needed to synthesize it. The reactants are: CC(C)(C)OC(=O)N1CCC(Oc2ccc(NC/C=C/c3cccc(C#N)c3)cc2)CC1.CC(C)=O. (2) Given the product Cc1ccc(-c2cn3c(n2)C(OC2CCN(C)CC2)c2ccccc2CC3)cc1, predict the reactants needed to synthesize it. The reactants are: CN1CCC(OC2c3ccccc3CCn3cc(I)nc32)CC1.Cc1ccc(B(O)O)cc1. (3) Given the product CCOC(=O)N=C(OCC)c1ccccc1Cl, predict the reactants needed to synthesize it. The reactants are: CCOC(=N)c1ccccc1Cl.CCOC(=O)Cl. (4) Given the product O=Cc1ccc(Oc2ccc(C(=O)O)cn2)cc1, predict the reactants needed to synthesize it. The reactants are: CCOC(=O)c1ccc(Oc2ccc(C=O)cc2)nc1. (5) Given the product Nc1ccc(Br)nc1N, predict the reactants needed to synthesize it. The reactants are: Nc1nc(Br)ccc1[N+](=O)[O-]. (6) Given the product O=Cc1ccc(-c2ccc(C(F)(F)F)cc2)nc1Oc1ccccc1Cl, predict the reactants needed to synthesize it. The reactants are: O=Cc1ccc(-c2ccc(C(F)(F)F)cc2)nc1Cl.Oc1ccccc1Cl. (7) Given the product O=CCc1ccc(F)cc1, predict the reactants needed to synthesize it. The reactants are: OCCc1ccc(F)cc1. (8) Given the product CCOCCNc1ccccc1C(=O)OCC, predict the reactants needed to synthesize it. The reactants are: CCOC(=O)c1ccccc1F.CCOCCN.